This data is from Full USPTO retrosynthesis dataset with 1.9M reactions from patents (1976-2016). The task is: Predict the reactants needed to synthesize the given product. (1) Given the product [C:33]1([C:30]2[CH:31]=[CH:32][C:27]([CH2:26][N:10]([C:11](=[O:25])[CH:12]=[CH:13][C:14]3[CH:19]=[CH:18][CH:17]=[C:16]([O:20][C:21]([F:23])([F:22])[F:24])[CH:15]=3)[C:7]3[CH:8]=[CH:9][C:4]([C:3]([OH:39])=[O:2])=[CH:5][CH:6]=3)=[CH:28][CH:29]=2)[CH2:38][CH2:37][CH2:36][CH2:35][CH:34]=1, predict the reactants needed to synthesize it. The reactants are: C[O:2][C:3](=[O:39])[C:4]1[CH:9]=[CH:8][C:7]([N:10]([CH2:26][C:27]2[CH:32]=[CH:31][C:30]([C:33]3[CH2:38][CH2:37][CH2:36][CH2:35][CH:34]=3)=[CH:29][CH:28]=2)[C:11](=[O:25])[CH:12]=[CH:13][C:14]2[CH:19]=[CH:18][CH:17]=[C:16]([O:20][C:21]([F:24])([F:23])[F:22])[CH:15]=2)=[CH:6][CH:5]=1.[OH-].[Na+].Cl. (2) The reactants are: [N:1]1([C:7]2[N:12]=[C:11]([CH2:13][C:14](=[O:33])[N:15]3[C:23]4[C:18](=[C:19](C5CCCN(CCC)C5)[CH:20]=[CH:21][CH:22]=4)[CH2:17][CH2:16]3)[NH:10][C:9](=[O:34])[CH:8]=2)[CH2:6][CH2:5][O:4][CH2:3][CH2:2]1.Cl.CN(C)[CH2:38][CH2:39][CH2:40]N=C=NCC.N1(C2N=C(CC([O-])=O)NC(=O)C=2)CCOCC1.[Na+]. Given the product [N:1]1([C:7]2[N:12]=[C:11]([CH2:13][C:14](=[O:33])[N:15]3[C:23]4[CH:22]=[CH:21][CH:20]=[CH:19][C:18]=4[CH:17]4[CH2:38][CH2:39][CH2:40][CH:16]34)[NH:10][C:9](=[O:34])[CH:8]=2)[CH2:6][CH2:5][O:4][CH2:3][CH2:2]1, predict the reactants needed to synthesize it. (3) Given the product [F:21][C:3]1[CH:4]=[C:5]([O:6][CH2:7][CH:8]2[CH2:13][CH2:12][N:11]([CH2:14][C:15]([F:18])([CH3:17])[CH3:16])[CH2:10][CH2:9]2)[CH:19]=[CH:20][C:2]=1[C:29]1[CH:28]=[CH:27][C:26]([C:24]([O:23][CH3:22])=[O:25])=[N:31][CH:30]=1, predict the reactants needed to synthesize it. The reactants are: Br[C:2]1[CH:20]=[CH:19][C:5]([O:6][CH2:7][CH:8]2[CH2:13][CH2:12][N:11]([CH2:14][C:15]([F:18])([CH3:17])[CH3:16])[CH2:10][CH2:9]2)=[CH:4][C:3]=1[F:21].[CH3:22][O:23][C:24]([C:26]1[N:31]=[CH:30][C:29](B(O)O)=[CH:28][CH:27]=1)=[O:25].C([O-])([O-])=O.[Cs+].[Cs+]. (4) Given the product [F:1][C:2]([F:38])([F:37])[C:47]([OH:48])=[O:50].[Cl:46][C:45]1[C:40]([N:25]2[CH2:26][CH2:27][N:22]([C:12]3[NH:13][C:9]([C:6]4[CH:7]=[CH:8][C:3]([C:2]([F:38])([F:37])[F:1])=[CH:4][CH:5]=4)=[C:10]([C:28]4[CH:33]=[C:32]([F:34])[C:31]([F:35])=[C:30]([F:36])[CH:29]=4)[N:11]=3)[CH2:23][CH2:24]2)=[N:41][CH:42]=[CH:43][CH:44]=1, predict the reactants needed to synthesize it. The reactants are: [F:1][C:2]([F:38])([F:37])[C:3]1[CH:8]=[CH:7][C:6]([C:9]2[N:13](COCC[Si](C)(C)C)[C:12]([N:22]3[CH2:27][CH2:26][NH:25][CH2:24][CH2:23]3)=[N:11][C:10]=2[C:28]2[CH:33]=[C:32]([F:34])[C:31]([F:35])=[C:30]([F:36])[CH:29]=2)=[CH:5][CH:4]=1.Cl[C:40]1[C:45]([Cl:46])=[CH:44][CH:43]=[CH:42][N:41]=1.[C:47](=[O:50])(O)[O-:48].[Na+]. (5) Given the product [OH:32][C:30]([C:17]1[S:13][C:14]([C:18]2[CH:25]=[CH:24][C:21]([C:22]#[N:23])=[C:20]([C:26]([F:27])([F:28])[F:29])[CH:19]=2)=[N:15][CH:16]=1)([C:33]1[CH:38]=[CH:37][N:36]=[CH:35][CH:34]=1)[CH3:31], predict the reactants needed to synthesize it. The reactants are: C(NC(C)C)(C)C.[Li]CCCC.[S:13]1[CH:17]=[CH:16][N:15]=[C:14]1[C:18]1[CH:25]=[CH:24][C:21]([C:22]#[N:23])=[C:20]([C:26]([F:29])([F:28])[F:27])[CH:19]=1.[C:30]([C:33]1[CH:38]=[CH:37][N:36]=[CH:35][CH:34]=1)(=[O:32])[CH3:31].